This data is from Full USPTO retrosynthesis dataset with 1.9M reactions from patents (1976-2016). The task is: Predict the reactants needed to synthesize the given product. (1) Given the product [CH3:16][N:17]([CH3:18])[C:58]([C:55]1[CH:56]=[CH:57][C:46]2[CH2:45][C@@H:44]3[C@@H:51]([CH3:52])[C@:48]([CH3:53])([C:47]=2[CH:54]=1)[CH2:49][CH2:50][N:43]3[C:41]([C:39]1[CH:38]=[CH:37][C:36]2[N:32]=[CH:33][NH:34][C:35]=2[CH:40]=1)=[O:42])=[O:60], predict the reactants needed to synthesize it. The reactants are: F[B-](F)(F)F.N1(O[C:16](N(C)C)=[N+:17](C)[CH3:18])C2C=CC=CC=2N=N1.C(O)(=O)C1C=CC=CC=1.[N:32]1[C:36]2[CH:37]=[CH:38][C:39]([C:41]([N:43]3[CH2:50][CH2:49][C@:48]4([CH3:53])[C@H:51]([CH3:52])[C@H:44]3[CH2:45][C:46]3[CH:57]=[CH:56][C:55]([C:58]([OH:60])=O)=[CH:54][C:47]=34)=[O:42])=[CH:40][C:35]=2[NH:34][CH:33]=1.C(N(C(C)C)C(C)C)C.CNC. (2) Given the product [C:1]([C:5]1[NH:22][C:8]2=[C:9]3[C:14](=[C:15]4[CH:20]=[C:19]([F:21])[CH:18]=[CH:17][C:16]4=[C:7]2[N:6]=1)[CH:13]=[N+:12]([O-:31])[CH:11]=[CH:10]3)([CH3:4])([CH3:2])[CH3:3], predict the reactants needed to synthesize it. The reactants are: [C:1]([C:5]1[NH:22][C:8]2=[C:9]3[C:14](=[C:15]4[CH:20]=[C:19]([F:21])[CH:18]=[CH:17][C:16]4=[C:7]2[N:6]=1)[CH:13]=[N:12][CH:11]=[CH:10]3)([CH3:4])([CH3:3])[CH3:2].ClC1C=CC=C(C(OO)=[O:31])C=1. (3) Given the product [F:20][C:21]([F:26])([F:25])[C:22]([Cl:44])=[N:40][C:39]1[CH:41]=[CH:42][C:36]([O:35][CH3:34])=[CH:37][CH:38]=1, predict the reactants needed to synthesize it. The reactants are: C1(P(C2C=CC=CC=2)C2C=CC=CC=2)C=CC=CC=1.[F:20][C:21]([F:26])([F:25])[C:22](O)=O.C(N(CC)CC)C.[CH3:34][O:35][C:36]1[CH:42]=[CH:41][C:39]([NH2:40])=[CH:38][CH:37]=1.C(Cl)(Cl)(Cl)[Cl:44]. (4) Given the product [N+:5]([C:8]1[CH:9]=[C:10]([NH:14][C:15]2[N:17]=[C:22]([C:24]3[CH:25]=[N:26][CH:27]=[CH:28][CH:29]=3)[CH:21]=[CH:20][N:16]=2)[CH:11]=[CH:12][CH:13]=1)([O-:7])=[O:6], predict the reactants needed to synthesize it. The reactants are: [N+]([O-])(O)=O.[N+:5]([C:8]1[CH:9]=[C:10]([NH:14][C:15]([NH2:17])=[NH:16])[CH:11]=[CH:12][CH:13]=1)([O-:7])=[O:6].CN(C)[CH:20]=[CH:21][C:22]([C:24]1[CH:25]=[N:26][CH:27]=[CH:28][CH:29]=1)=O. (5) Given the product [C:26]([C:25]1[CH:13]([C:5]2[CH:6]=[CH:7][CH:8]=[C:9]3[C:4]=2[O:3][C:2]([CH3:1])=[CH:11][C:10]3=[O:12])[C:14]([C:15]([O:17][CH2:18][CH3:19])=[O:16])=[C:20]([CH3:21])[NH:23][C:24]=1[C:28]([F:31])([F:30])[F:29])#[N:27], predict the reactants needed to synthesize it. The reactants are: [CH3:1][C:2]1[O:3][C:4]2[C:9]([C:10](=[O:12])[CH:11]=1)=[CH:8][CH:7]=[CH:6][C:5]=2[CH:13]=[C:14]([C:20](=O)[CH3:21])[C:15]([O:17][CH2:18][CH3:19])=[O:16].[NH2:23][C:24]([C:28]([F:31])([F:30])[F:29])=[CH:25][C:26]#[N:27].CC(C)([O-])C.[K+]. (6) The reactants are: Br.[Br:2][CH:3]1[C:8](=[O:9])[CH2:7][CH2:6][NH:5][CH2:4]1.C(N(CC)C(C)C)(C)C.[C:19]([O:23][C:24](O[C:24]([O:23][C:19]([CH3:22])([CH3:21])[CH3:20])=[O:25])=[O:25])([CH3:22])([CH3:21])[CH3:20]. Given the product [C:19]([O:23][C:24]([N:5]1[CH2:6][CH2:7][C:8](=[O:9])[CH:3]([Br:2])[CH2:4]1)=[O:25])([CH3:22])([CH3:21])[CH3:20], predict the reactants needed to synthesize it. (7) Given the product [CH3:41][O:42][C:43](=[O:52])[C:44]1[CH:49]=[CH:48][C:47]([CH2:50][NH:51][C:29]([N:9]2[CH2:10][C@@H:11]([CH2:23][C:24]([CH3:25])([CH3:27])[CH3:26])[C@@:12]([C:15]3[CH:20]=[CH:19][C:18]([Cl:21])=[CH:17][C:16]=3[F:22])([C:13]#[N:14])[C@H:8]2[C:5]2[CH:6]=[CH:7][C:2]([Cl:1])=[CH:3][C:4]=2[F:28])=[O:30])=[CH:46][CH:45]=1, predict the reactants needed to synthesize it. The reactants are: [Cl:1][C:2]1[CH:7]=[CH:6][C:5]([CH:8]2[C:12]([C:15]3[CH:20]=[CH:19][C:18]([Cl:21])=[CH:17][C:16]=3[F:22])([C:13]#[N:14])[CH:11]([CH2:23][C:24]([CH3:27])([CH3:26])[CH3:25])[CH2:10][NH:9]2)=[C:4]([F:28])[CH:3]=1.[C:29](Cl)(Cl)=[O:30].C(N(CC)CC)C.Cl.[CH3:41][O:42][C:43](=[O:52])[C:44]1[CH:49]=[CH:48][C:47]([CH2:50][NH2:51])=[CH:46][CH:45]=1.